The task is: Predict the reaction yield, written as a fraction of the theoretical maximum amount of product (1.0 means a 100% yield; for example, 0.34 means a 34% yield).. This data is from Reaction yield outcomes from USPTO patents with 853,638 reactions. (1) The reactants are [CH3:1][C:2]1[N:7]=[C:6]([S:8][CH2:9][C:10]2[S:14][CH:13]=[N:12][C:11]=2[CH3:15])[N:5]=[C:4]([OH:16])[CH:3]=1.[ClH:17].O1CCOCC1. The catalyst is CO. The product is [ClH:17].[CH3:1][C:2]1[N:7]=[C:6]([S:8][CH2:9][C:10]2[S:14][CH:13]=[N:12][C:11]=2[CH3:15])[N:5]=[C:4]([OH:16])[CH:3]=1. The yield is 0.990. (2) The reactants are [K].[NH2-].[K+].[CH:4]1[C:13]2[C:8](=[CH:9][CH:10]=[C:11]([C:14]([OH:16])=[O:15])[CH:12]=2)[CH:7]=[CH:6][N:5]=1.C([N:19](CC)CCN(CC)CC)C.[NH4+].[K+].C1C2C(=CC=C(C([O-])=O)C=2)C=CN=1.Cl. The catalyst is O.C1OCCOCCOCCOCCOCCOC1.C(O)(=O)C.C1(C)C=CC=CC=1. The product is [NH2:19][C:4]1[C:13]2[C:8](=[CH:9][CH:10]=[C:11]([C:14]([OH:16])=[O:15])[CH:12]=2)[CH:7]=[CH:6][N:5]=1. The yield is 0.880.